This data is from Reaction yield outcomes from USPTO patents with 853,638 reactions. The task is: Predict the reaction yield, written as a fraction of the theoretical maximum amount of product (1.0 means a 100% yield; for example, 0.34 means a 34% yield). (1) The reactants are O=S(Cl)Cl.[N+:5]([C:8]1[CH:9]=[CH:10][CH:11]=[C:12]2[C:17]=1[N:16]=[CH:15][CH:14]=[C:13]2[C:18]([OH:20])=[O:19])([O-:7])=[O:6].[CH3:21]O. No catalyst specified. The product is [CH3:21][O:19][C:18]([C:13]1[C:12]2[C:17](=[C:8]([N+:5]([O-:7])=[O:6])[CH:9]=[CH:10][CH:11]=2)[N:16]=[CH:15][CH:14]=1)=[O:20]. The yield is 0.220. (2) The reactants are Cl.[F:2][C:3]([F:13])([F:12])[C:4]1[CH:9]=[CH:8][N:7]=[CH:6][C:5]=1[CH2:10][NH2:11].CCN(C(C)C)C(C)C.Cl[C:24]1[N:29]=[C:28]([Cl:30])[C:27]([C:31]#[N:32])=[CH:26][N:25]=1. The catalyst is CN(C=O)C. The product is [Cl:30][C:28]1[C:27]([C:31]#[N:32])=[CH:26][N:25]=[C:24]([NH:11][CH2:10][C:5]2[CH:6]=[N:7][CH:8]=[CH:9][C:4]=2[C:3]([F:12])([F:2])[F:13])[N:29]=1. The yield is 0.430. (3) The reactants are Br[C:2]1[CH:11]=[CH:10][C:9]2[C:4](=[CH:5][CH:6]=[C:7]([C:12]([CH3:15])([CH3:14])[CH3:13])[CH:8]=2)[CH:3]=1.C1(P(C2C=CC=CC=2)CCCP(C2C=CC=CC=2)C2C=CC=CC=2)C=CC=CC=1.C(N(CC)CC)C.C[CH2:53][O:54][C:55](C)=[O:56].C1(C)C=CC=CC=1. The catalyst is CO.CN(C=O)C.C([O-])(=O)C.[Pd+2].C([O-])(=O)C. The product is [C:12]([C:7]1[CH:8]=[C:9]2[C:4](=[CH:5][CH:6]=1)[CH:3]=[C:2]([C:55]([O:54][CH3:53])=[O:56])[CH:11]=[CH:10]2)([CH3:15])([CH3:14])[CH3:13]. The yield is 0.940. (4) The reactants are C[Al](C)C.[NH:5]1[CH2:10][CH2:9][S:8](=[O:12])(=[O:11])[CH2:7][CH2:6]1.C[O:14][C:15](=O)[C:16]1[CH:21]=[CH:20][C:19]([O:22][CH2:23][C:24]2[C:25]([C:33]3[CH:38]=[CH:37][C:36]([F:39])=[CH:35][CH:34]=3)=[N:26][O:27][C:28]=2[C:29]([F:32])([F:31])[F:30])=[N:18][CH:17]=1.O. The catalyst is O1CCOCC1. The product is [O:11]=[S:8]1(=[O:12])[CH2:9][CH2:10][N:5]([C:15]([C:16]2[CH:17]=[N:18][C:19]([O:22][CH2:23][C:24]3[C:25]([C:33]4[CH:34]=[CH:35][C:36]([F:39])=[CH:37][CH:38]=4)=[N:26][O:27][C:28]=3[C:29]([F:30])([F:32])[F:31])=[CH:20][CH:21]=2)=[O:14])[CH2:6][CH2:7]1. The yield is 0.250. (5) The yield is 0.800. The reactants are Cl[C:2]1[C:3]2[CH:11]=[CH:10][NH:9][C:4]=2[N:5]=[C:6]([CH3:8])[N:7]=1.C[C:13]1[C:21]2[C:20](N)=[N:19][CH:18]=N[C:16]=2[O:15][CH:14]=1.Cl.[CH:24](O)(C)[CH3:25]. No catalyst specified. The product is [CH3:16][O:15][C:14]1[CH:13]=[CH:21][C:20]([N:19]([CH3:18])[C:2]2[C:3]3[CH:11]=[CH:10][NH:9][C:4]=3[N:5]=[C:6]([CH3:8])[N:7]=2)=[CH:25][CH:24]=1. (6) The reactants are [C:1]1([CH3:7])[CH:6]=[CH:5][CH:4]=[CH:3][CH:2]=1.[Li][CH2:9][CH2:10][CH2:11][CH3:12].[CH2:13]([O:20][C@@H:21]1[C@@H:26]([O:27][CH2:28][C:29]2[CH:34]=[CH:33][CH:32]=[CH:31][CH:30]=2)[C@H:25]([O:35][CH2:36][C:37]2[CH:42]=[CH:41][CH:40]=[CH:39][CH:38]=2)[C@@H:24]([CH2:43][O:44][CH2:45][C:46]2[CH:51]=[CH:50][CH:49]=[CH:48][CH:47]=2)[S:23][C:22]1=[O:52])[C:14]1[CH:19]=[CH:18][CH:17]=[CH:16][CH:15]=1. The catalyst is O1CCCC1. The product is [CH2:13]([O:20][C@@H:21]1[C@@H:26]([O:27][CH2:28][C:29]2[CH:34]=[CH:33][CH:32]=[CH:31][CH:30]=2)[C@H:25]([O:35][CH2:36][C:37]2[CH:38]=[CH:39][CH:40]=[CH:41][CH:42]=2)[C@@H:24]([CH2:43][O:44][CH2:45][C:46]2[CH:47]=[CH:48][CH:49]=[CH:50][CH:51]=2)[S:23][C:22]1([C:4]1[CH:5]=[C:6]([CH2:12][C:11]2[CH:15]=[CH:14][C:13]3[O:20][CH2:21][CH2:22][O:52][C:9]=3[CH:10]=2)[C:1]([CH3:7])=[CH:2][C:3]=1[O:27][CH2:28][C:29]1[CH:30]=[CH:31][CH:32]=[CH:33][CH:34]=1)[OH:52])[C:14]1[CH:19]=[CH:18][CH:17]=[CH:16][CH:15]=1. The yield is 0.250. (7) The reactants are [Cl:1][C:2]1[CH:7]=[C:6]([Cl:8])[CH:5]=[CH:4][C:3]=1[C:9]1[N:10]([C:28]2[CH:33]=[CH:32][C:31]([OH:34])=[CH:30][CH:29]=2)[C:11]([CH3:27])=[C:12]([C:14]([NH:16][C:17]2[CH:22]=[CH:21][C:20]([C:23]([F:26])([F:25])[F:24])=[CH:19][N:18]=2)=[O:15])[N:13]=1.C(N(CC)CC)C.[F:42][C:43]([F:51])([F:50])[CH2:44][CH2:45][S:46](Cl)(=[O:48])=[O:47].O. The catalyst is ClCCl. The product is [F:42][C:43]([F:51])([F:50])[CH2:44][CH2:45][S:46]([O:34][C:31]1[CH:30]=[CH:29][C:28]([N:10]2[C:11]([CH3:27])=[C:12]([C:14]([NH:16][C:17]3[CH:22]=[CH:21][C:20]([C:23]([F:24])([F:25])[F:26])=[CH:19][N:18]=3)=[O:15])[N:13]=[C:9]2[C:3]2[CH:4]=[CH:5][C:6]([Cl:8])=[CH:7][C:2]=2[Cl:1])=[CH:33][CH:32]=1)(=[O:48])=[O:47]. The yield is 0.490. (8) The reactants are [NH2:1][C:2]1[CH:7]=[CH:6][CH:5]=[CH:4][CH:3]=1.[Br:8][C:9]1[CH:10]=[CH:11][C:12]([OH:17])=[C:13]([CH:16]=1)[CH:14]=O.C(O[BH-](OC(=O)C)OC(=O)C)(=O)C.[Na+].[Cl-].[NH4+]. The catalyst is ClCCCl. The product is [Br:8][C:9]1[CH:10]=[CH:11][C:12]([OH:17])=[C:13]([CH2:14][NH:1][C:2]2[CH:7]=[CH:6][CH:5]=[CH:4][CH:3]=2)[CH:16]=1. The yield is 0.640.